This data is from Catalyst prediction with 721,799 reactions and 888 catalyst types from USPTO. The task is: Predict which catalyst facilitates the given reaction. (1) The catalyst class is: 4. Reactant: C([O:5][P:6]([O:52]C(C)(C)C)([O:8][CH2:9][O:10][C:11](=[O:51])[C:12]1[CH:17]=[CH:16][C:15]([NH:18][C:19]([C@H:21]2[C@H:25]([C:26]3[CH:31]=[CH:30][CH:29]=[C:28]([Cl:32])[C:27]=3[F:33])[C@:24]([C:36]3[CH:41]=[CH:40][C:39]([Cl:42])=[CH:38][C:37]=3[F:43])([C:34]#[N:35])[C@H:23]([CH2:44][C:45]([CH3:48])([CH3:47])[CH3:46])[NH:22]2)=[O:20])=[C:14]([O:49][CH3:50])[CH:13]=1)=[O:7])(C)(C)C.[F:57][C:58]([F:63])([F:62])[C:59]([OH:61])=[O:60]. Product: [F:57][C:58]([F:63])([F:62])[C:59]([OH:61])=[O:60].[P:6]([O:8][CH2:9][O:10][C:11](=[O:51])[C:12]1[CH:17]=[CH:16][C:15]([NH:18][C:19]([C@H:21]2[C@H:25]([C:26]3[CH:31]=[CH:30][CH:29]=[C:28]([Cl:32])[C:27]=3[F:33])[C@:24]([C:36]3[CH:41]=[CH:40][C:39]([Cl:42])=[CH:38][C:37]=3[F:43])([C:34]#[N:35])[C@H:23]([CH2:44][C:45]([CH3:46])([CH3:48])[CH3:47])[NH:22]2)=[O:20])=[C:14]([O:49][CH3:50])[CH:13]=1)([OH:52])([OH:7])=[O:5]. (2) Reactant: C(O[C:4]([C:6]1[S:7][CH:8]=[C:9]([C:11]([F:14])([F:13])[F:12])[N:10]=1)=[O:5])C.[CH3:15][CH2:16][O:17][C:18]([CH3:20])=[O:19].C(O[K])(C)(C)C. Product: [O:5]=[C:4]([C:6]1[S:7][CH:8]=[C:9]([C:11]([F:12])([F:13])[F:14])[N:10]=1)[CH2:20][C:18]([O:17][CH2:16][CH3:15])=[O:19]. The catalyst class is: 11. (3) Reactant: [CH2:1]([CH:4]1[S:9](=[O:11])(=[O:10])[C:8]([CH3:13])([CH3:12])[C:7]([NH:14][C:15](=[O:21])[O:16][C:17]([CH3:20])([CH3:19])[CH3:18])=[N:6][C:5]1([C:23]1[CH:28]=[C:27]([N+:29]([O-:31])=[O:30])[CH:26]=[CH:25][C:24]=1[F:32])[CH3:22])[CH:2]=C.C(=O)(O)[O-:34].[Na+].[BH4-].[Na+]. Product: [F:32][C:24]1[CH:25]=[CH:26][C:27]([N+:29]([O-:31])=[O:30])=[CH:28][C:23]=1[C:5]1([CH3:22])[CH:4]([CH2:1][CH2:2][OH:34])[S:9](=[O:11])(=[O:10])[C:8]([CH3:13])([CH3:12])[C:7]([NH:14][C:15](=[O:21])[O:16][C:17]([CH3:20])([CH3:19])[CH3:18])=[N:6]1. The catalyst class is: 61. (4) Reactant: [CH3:1][C:2]1[C:10]2[C:5](=[CH:6][CH:7]=[CH:8][C:9]=2[N+:11]([O-:13])=[O:12])[NH:4][N:3]=1.[OH-].[K+].Br[CH2:17][C:18]1[CH:23]=[CH:22][CH:21]=[CH:20][CH:19]=1. Product: [CH2:17]([N:4]1[C:5]2[C:10](=[C:9]([N+:11]([O-:13])=[O:12])[CH:8]=[CH:7][CH:6]=2)[C:2]([CH3:1])=[N:3]1)[C:18]1[CH:23]=[CH:22][CH:21]=[CH:20][CH:19]=1. The catalyst class is: 21. (5) Product: [CH2:1]([O:8][C:9](=[O:14])[C@H:10]([CH2:12][OH:13])[NH:11][C:29](=[O:30])[CH2:28][C@H:27]([O:26][C:15](=[O:25])[CH2:16][CH2:17][CH2:18][CH2:19][CH2:20][CH3:21])[CH2:32][CH2:33][CH2:34][CH2:35][CH2:36][CH2:37][CH2:38][CH2:39][CH2:40][CH2:41][CH3:42])[C:2]1[CH:7]=[CH:6][CH:5]=[CH:4][CH:3]=1. The catalyst class is: 2. Reactant: [CH2:1]([O:8][C:9](=[O:14])[C@H:10]([CH2:12][OH:13])[NH2:11])[C:2]1[CH:7]=[CH:6][CH:5]=[CH:4][CH:3]=1.[C:15]([O:26][C@H:27]([CH2:32][CH2:33][CH2:34][CH2:35][CH2:36][CH2:37][CH2:38][CH2:39][CH2:40][CH2:41][CH3:42])[CH2:28][C:29](O)=[O:30])(=[O:25])[CH2:16][CH2:17][CH2:18][CH2:19][CH2:20][CH2:21]CCC.C(Cl)CCl.CI. (6) Reactant: [NH2:1][C@H:2]([C:10]([OH:12])=[O:11])[CH2:3][CH2:4][CH2:5][NH:6][C:7]([NH2:9])=[O:8].C([O-])([O-])=O.[Na+].[Na+].[C:19](O[C:19]([O:21][C:22]([CH3:25])([CH3:24])[CH3:23])=[O:20])([O:21][C:22]([CH3:25])([CH3:24])[CH3:23])=[O:20]. Product: [NH:1]([C:19]([O:21][C:22]([CH3:25])([CH3:24])[CH3:23])=[O:20])[C@H:2]([C:10]([OH:12])=[O:11])[CH2:3][CH2:4][CH2:5][NH:6][C:7]([NH2:9])=[O:8]. The catalyst class is: 90.